The task is: Regression. Given a target protein amino acid sequence and a drug SMILES string, predict the binding affinity score between them. We predict pIC50 (pIC50 = -log10(IC50 in M); higher means more potent). Dataset: bindingdb_ic50.. This data is from Drug-target binding data from BindingDB using IC50 measurements. (1) The small molecule is Cc1nc(-c2ccccn2)nc(NC[C@H](NCCCN2CCN(CCO)CC2)c2ccccc2)c1Cl. The target protein (P11137) has sequence MADERKDEAKAPHWTSAPLTEASAHSHPPEIKDQGGAGEGLVRSANGFPYREDEEGAFGEHGSQGTYSNTKENGINGELTSADRETAEEVSARIVQVVTAEAVAVLKGEQEKEAQHKDQTAALPLAAEETANLPPSPPPSPASEQTVTVEEDLLTASKMEFHDQQELTPSTAEPSDQKEKESEKQSKPGEDLKHAALVSQPETTKTYPDKKDMQGTEEEKAPLALFGHTLVASLEDMKQKTEPSLVVPGIDLPKEPPTPKEQKDWFIEMPTEAKKDEWGLVAPISPGPLTPMREKDVFDDIPKWEGKQFDSPMPSPFQGGSFTLPLDVMKNEIVTETSPFAPAFLQPDDKKSLQQTSGPATAKDSFKIEEPHEAKPDKMAEAPPSEAMTLPKDAHIPVVEEHVMGKVLEEEKEAINQETVQQRDTFTPSGQEPILTEKETELKLEEKTTISDKEAVPKESKPPKPADEEIGIIQTSTEHTFSEQKDQEPTTDMLKQDSFP.... The pIC50 is 4.0. (2) The small molecule is CNc1ncc2ccc(Oc3c(C)ccc(C(=O)c4c(-c5ccccc5)n(C)n(-c5ccccc5)c4=O)c3N)cc2n1. The target protein (Q9NZJ5) has sequence MERAISPGLLVRALLLLLLLLGLAARTVAAGRARGLPAPTAEAAFGLGAAAAPTSATRVPAAGAVAAAEVTVEDAEALPAAAGEQEPRGPEPDDETELRPRGRSLVIISTLDGRIAALDPENHGKKQWDLDVGSGSLVSSSLSKPEVFGNKMIIPSLDGALFQWDQDRESMETVPFTVESLLESSYKFGDDVVLVGGKSLTTYGLSAYSGKVRYICSALGCRQWDSDEMEQEEDILLLQRTQKTVRAVGPRSGNEKWNFSVGHFELRYIPDMETRAGFIESTFKPNENTEESKIISDVEEQEAAIMDIVIKVSVADWKVMAFSKKGGHLEWEYQFCTPIASAWLLKDGKVIPISLFDDTSYTSNDDVLEDEEDIVEAARGATENSVYLGMYRGQLYLQSSVRISEKFPSSPKALESVTNENAIIPLPTIKWKPLIHSPSRTPVLVGSDEFDKCLSNDKFSHEEYSNGALSILQYPYDNGYYLPYYKRERNKRSTQITVRF.... The pIC50 is 6.3. (3) The drug is CC(C)(C)[C@H]1CC[C@H](N(Cc2ccc(C(=O)NCCC(=O)O)cc2)C(=O)Nc2ccc(OC(F)(F)F)cc2)CC1. The target protein (P30082) has sequence MLLTQLHCPYLLLLLVVLSCLPKAPSAQVMDFLFEKWKLYSDQCHHNLSLLPPPTELVCNRTFDKYSCWPDTPPNTTANISCPWYLPWYHKVQHRLVFKRCGPDGQWVRGPRGQSWRDASQCQMDDDEIEVQKGVAKMYSSYQVMYTVGYSLSLGALLLALVILLGLRKLHCTRNYIHGNLFASFVLKAGSVLVIDWLLKTRYSQKIGDDLSVSVWLSDGAVAGCRVATVIMQYGIIANYCWLLVEGVYLYSLLSITTFSEKSFFSLYLCIGWGSPLLFVIPWVVVKCLFENVQCWTSNDNMGFWWILRIPVLLAILINFFIFVRIIHLLVAKLRAHQMHYADYKFRLARSTLTLIPLLGVHEVVFAFVTDEHAQGTLRSTKLFFDLFFSSFQGLLVAVLYCFLNKEVQAELLRRWRRWQEGKALQEERMASSHGSHMAPAGTCHGDPCEKLQLMSAGSSSGTGCEPSAKTSLASSLPRLADSPT. The pIC50 is 7.2. (4) The compound is CC(C)c1ccccc1-c1ncc2[nH]c(=O)n(Cc3ccc(-c4ncn(C)n4)cc3)c2n1. The target protein (O94782) has sequence MPGVIPSESNGLSRGSPSKKNRLSLKFFQKKETKRALDFTDSQENEEKASEYRASEIDQVVPAAQSSPINCEKRENLLPFVGLNNLGNTCYLNSILQVLYFCPGFKSGVKHLFNIISRKKEALKDEANQKDKGNCKEDSLASYELICSLQSLIISVEQLQASFLLNPEKYTDELATQPRRLLNTLRELNPMYEGYLQHDAQEVLQCILGNIQETCQLLKKEEVKNVAELPTKVEEIPHPKEEMNGINSIEMDSMRHSEDFKEKLPKGNGKRKSDTEFGNMKKKVKLSKEHQSLEENQRQTRSKRKATSDTLESPPKIIPKYISENESPRPSQKKSRVKINWLKSATKQPSILSKFCSLGKITTNQGVKGQSKENECDPEEDLGKCESDNTTNGCGLESPGNTVTPVNVNEVKPINKGEEQIGFELVEKLFQGQLVLRTRCLECESLTERREDFQDISVPVQEDELSKVEESSEISPEPKTEMKTLRWAISQFASVERIVG.... The pIC50 is 6.9. (5) The small molecule is CCCc1nc(C)c2c(=O)[nH]c(-c3cc(S(=O)(=O)N4CCN(CC)CC4)ccc3OCC)nn12. The target protein sequence is HMKVSDDEYTKLLHDGIQPVAAIDSNFASFTYTPRSLPEDDTSMAILSMLQDMNFINNYKIDCPTLARFCLMVKKGYRDPPYHNWMHAFSVSHFCYLLYKNLELTNYLEDIEIFALFISCMCHDLDHRGTNNSFQVASKSVLAALYSSEGSVMERHHFAQAIAILNTHGCNIFDHFSRKDYQRMLDLMRDIILATDLAHHLRIFKDLQKMAEVGYDRNNKQHHRLLLCLLMTSCDLSDQTKGWKTTRKIAELIYKEFFSQGDLEKAMGNRPMEMMDREKAYIPELQISFMEHIAMPIYKLLQDLFPKAAELYERVASNREHWTKVSHKFTIRGLPSNNSLDFLDEEYEVPDLDGTRAPINGCCSLDAE. The pIC50 is 5.5.